Dataset: Reaction yield outcomes from USPTO patents with 853,638 reactions. Task: Predict the reaction yield, written as a fraction of the theoretical maximum amount of product (1.0 means a 100% yield; for example, 0.34 means a 34% yield). The reactants are C(NC(C)C)(C)C.[Li]CCCC.[F:13][CH2:14][P:15]([C:20]([O:25][CH2:26][CH3:27])([O:22][CH2:23][CH3:24])[CH3:21])(=[O:19])[O:16][CH2:17][CH3:18].C[O:29][C:30](=O)[CH2:31][NH:32][C:33]([O:35][C:36]([CH3:39])([CH3:38])[CH3:37])=[O:34].C(O)(=O)C.[Cl-].[Na+]. The catalyst is C1COCC1. The product is [C:36]([O:35][C:33]([NH:32][CH2:31][C:30](=[O:29])[CH:14]([P:15]([C:20]([O:25][CH2:26][CH3:27])([O:22][CH2:23][CH3:24])[CH3:21])(=[O:19])[O:16][CH2:17][CH3:18])[F:13])=[O:34])([CH3:39])([CH3:38])[CH3:37]. The yield is 0.440.